This data is from Full USPTO retrosynthesis dataset with 1.9M reactions from patents (1976-2016). The task is: Predict the reactants needed to synthesize the given product. (1) Given the product [F:1][C:2]1[CH:3]=[C:4]2[C:8](=[CH:9][CH:10]=1)[N:7]([CH3:11])[C:6]([C:12]([NH:35][CH2:34][C:30]1[CH:29]=[C:28]([CH:33]=[CH:32][CH:31]=1)[O:27][C:24]1[CH:25]=[CH:26][C:21]([CH2:20][CH2:19][C:18]([OH:37])=[O:17])=[C:22]([CH3:36])[CH:23]=1)=[O:14])=[C:5]2[CH3:15], predict the reactants needed to synthesize it. The reactants are: [F:1][C:2]1[CH:3]=[C:4]2[C:8](=[CH:9][CH:10]=1)[N:7]([CH3:11])[C:6]([C:12]([OH:14])=O)=[C:5]2[CH3:15].C[O:17][C:18](=[O:37])[CH2:19][CH2:20][C:21]1[CH:26]=[CH:25][C:24]([O:27][C:28]2[CH:33]=[CH:32][CH:31]=[C:30]([CH2:34][NH2:35])[CH:29]=2)=[CH:23][C:22]=1[CH3:36]. (2) Given the product [NH2:11][CH2:12][CH2:13][CH2:14][N:15]1[CH2:16][CH2:17][N:18]([C:41]([O:43][C:44]([CH3:47])([CH3:46])[CH3:45])=[O:42])[CH2:19][CH2:20][N:21]([C:34]([O:36][C:37]([CH3:39])([CH3:38])[CH3:40])=[O:35])[CH2:22][CH2:23][N:24]([C:27]([O:29][C:30]([CH3:33])([CH3:32])[CH3:31])=[O:28])[CH2:25][CH2:26]1, predict the reactants needed to synthesize it. The reactants are: C(OC([NH:11][CH2:12][CH2:13][CH2:14][N:15]1[CH2:26][CH2:25][N:24]([C:27]([O:29][C:30]([CH3:33])([CH3:32])[CH3:31])=[O:28])[CH2:23][CH2:22][N:21]([C:34]([O:36][C:37]([CH3:40])([CH3:39])[CH3:38])=[O:35])[CH2:20][CH2:19][N:18]([C:41]([O:43][C:44]([CH3:47])([CH3:46])[CH3:45])=[O:42])[CH2:17][CH2:16]1)=O)C1C=CC=CC=1.